Dataset: NCI-60 drug combinations with 297,098 pairs across 59 cell lines. Task: Regression. Given two drug SMILES strings and cell line genomic features, predict the synergy score measuring deviation from expected non-interaction effect. (1) Drug 1: CCC1=C2CN3C(=CC4=C(C3=O)COC(=O)C4(CC)O)C2=NC5=C1C=C(C=C5)O. Drug 2: B(C(CC(C)C)NC(=O)C(CC1=CC=CC=C1)NC(=O)C2=NC=CN=C2)(O)O. Cell line: SN12C. Synergy scores: CSS=39.1, Synergy_ZIP=-2.24, Synergy_Bliss=-1.52, Synergy_Loewe=-15.8, Synergy_HSA=-0.430. (2) Drug 1: CS(=O)(=O)OCCCCOS(=O)(=O)C. Drug 2: CN(C(=O)NC(C=O)C(C(C(CO)O)O)O)N=O. Cell line: ACHN. Synergy scores: CSS=3.10, Synergy_ZIP=-1.53, Synergy_Bliss=1.02, Synergy_Loewe=-5.20, Synergy_HSA=-1.41.